This data is from Peptide-MHC class I binding affinity with 185,985 pairs from IEDB/IMGT. The task is: Regression. Given a peptide amino acid sequence and an MHC pseudo amino acid sequence, predict their binding affinity value. This is MHC class I binding data. (1) The peptide sequence is VFNGTSWFI. The MHC is HLA-A29:02 with pseudo-sequence HLA-A29:02. The binding affinity (normalized) is 0.00894. (2) The peptide sequence is ILLILSCIFA. The MHC is HLA-A68:02 with pseudo-sequence HLA-A68:02. The binding affinity (normalized) is 0.268.